From a dataset of Full USPTO retrosynthesis dataset with 1.9M reactions from patents (1976-2016). Predict the reactants needed to synthesize the given product. (1) Given the product [OH:4][C:3]1[CH:2]=[C:1]([C:8]([O:10][CH2:11][CH3:12])=[O:9])[N:14]([CH3:13])[N:15]=1, predict the reactants needed to synthesize it. The reactants are: [C:1]([C:8]([O:10][CH2:11][CH3:12])=[O:9])#[C:2][C:3](OCC)=[O:4].[CH3:13][NH:14][NH2:15]. (2) Given the product [C:2]([C@H:3]1[C:16](=[O:17])[N:18]2[CH2:26][C@@H:25]([CH2:24][C@H:19]2[C:20]([O:22][CH3:23])=[O:21])[O:27][C:28]2=[N:29][C:30]3[CH:31]=[C:32]([O:40][CH3:41])[CH:33]=[CH:34][C:35]=3[N:36]=[C:37]2[CH:38]=[CH:14][CH2:13][CH2:12][CH2:11][C@@H:9]2[CH2:10][C@H:8]2[O:7][C:5](=[O:6])[NH:4]1)([CH3:43])([CH3:1])[CH3:42], predict the reactants needed to synthesize it. The reactants are: [CH3:1][C:2]([CH3:43])([CH3:42])[C@@H:3]([C:16]([N:18]1[CH2:26][C@H:25]([O:27][C:28]2[C:37]([CH:38]=C)=[N:36][C:35]3[C:30](=[CH:31][C:32]([O:40][CH3:41])=[CH:33][CH:34]=3)[N:29]=2)[CH2:24][C@H:19]1[C:20]([O:22][CH3:23])=[O:21])=[O:17])[NH:4][C:5]([O:7][C@@H:8]1[CH2:10][C@H:9]1[CH2:11][CH2:12][CH2:13][CH:14]=C)=[O:6]. (3) Given the product [Br:1][C:2]1[N:7]=[C:6]2[C:8]([C:11]([NH:32][CH:27]([CH3:28])[CH3:26])=[O:13])=[CH:9][NH:10][C:5]2=[N:4][CH:3]=1, predict the reactants needed to synthesize it. The reactants are: [Br:1][C:2]1[N:7]=[C:6]2[C:8]([C:11]([OH:13])=O)=[CH:9][NH:10][C:5]2=[N:4][CH:3]=1.C(N)C.CN(C(ON1N=[N:32][C:27]2[CH:28]=CC=N[C:26]1=2)=[N+](C)C)C.F[P-](F)(F)(F)(F)F. (4) Given the product [OH:3][CH2:4][C:6]1[N:7]([CH2:17][CH2:18][OH:19])[C:8]2[C:13]([CH:14]=1)=[CH:12][C:11]([O:15][CH3:16])=[CH:10][CH:9]=2, predict the reactants needed to synthesize it. The reactants are: C([O:3][C:4]([C:6]1[N:7]([CH2:17][C:18](OCC)=[O:19])[C:8]2[C:13]([CH:14]=1)=[CH:12][C:11]([O:15][CH3:16])=[CH:10][CH:9]=2)=O)C.[H-].[H-].[H-].[H-].[Li+].[Al+3].O.[OH-].[Na+]. (5) Given the product [CH2:20]([C:11]1([OH:15])[CH2:12][CH2:13][CH2:14][C@H:9]([NH:8][C:6]2[C:5]([F:16])=[CH:4][N:3]=[C:2]([Cl:1])[N:7]=2)[CH2:10]1)[CH:19]=[CH2:18], predict the reactants needed to synthesize it. The reactants are: [Cl:1][C:2]1[N:7]=[C:6]([NH:8][C@H:9]2[CH2:14][CH2:13][CH2:12][C:11](=[O:15])[CH2:10]2)[C:5]([F:16])=[CH:4][N:3]=1.Br[CH2:18][CH:19]=[CH2:20].[NH4+].[Cl-]. (6) The reactants are: [CH3:1]C(C)([O-])C.[K+].C(O)(C)(C)C.[CH2:12]([O:14][C:15](=[O:20])[CH2:16][C:17](=[O:19])[CH3:18])[CH3:13].Br[CH2:22][C:23]1[CH:30]=[CH:29][C:26]([C:27]#[N:28])=[CH:25][CH:24]=1. Given the product [CH2:12]([O:14][C:15](=[O:20])[CH:16]([CH2:22][C:23]1[CH:30]=[CH:29][C:26]([C:27]#[N:28])=[CH:25][CH:24]=1)[C:17](=[O:19])[CH2:18][CH3:1])[CH3:13], predict the reactants needed to synthesize it. (7) Given the product [CH:21]1([O:20][C:14]2[CH:13]=[C:12]([C:9]3[CH2:8][C:7]([CH2:6][CH2:3][OH:4])([CH2:26][OH:27])[O:11][N:10]=3)[CH:17]=[CH:16][C:15]=2[O:18][CH3:19])[CH2:25][CH2:24][CH2:23][CH2:22]1, predict the reactants needed to synthesize it. The reactants are: [BH4-].[Na+].[C:3]([CH2:6][C:7]1([C:26](O)=[O:27])[O:11][N:10]=[C:9]([C:12]2[CH:17]=[CH:16][C:15]([O:18][CH3:19])=[C:14]([O:20][CH:21]3[CH2:25][CH2:24][CH2:23][CH2:22]3)[CH:13]=2)[CH2:8]1)(O)=[O:4].FB(F)F.[OH-].[Na+]. (8) The reactants are: [CH3:1][C:2]1[CH:7]=[C:6]([CH3:8])[CH:5]=[CH:4][C:3]=1[N:9]1[CH2:14][CH2:13][N:12]([C:15]([C:17]2[CH:22]=[CH:21][C:20](I)=[CH:19][CH:18]=2)=[O:16])[CH2:11][CH2:10]1.[CH2:24]([O:26][C:27]([C:29]1[CH:30]=[N:31][NH:32][CH:33]=1)=[O:28])[CH3:25]. Given the product [CH2:24]([O:26][C:27]([C:29]1[CH:30]=[N:31][N:32]([C:20]2[CH:21]=[CH:22][C:17]([C:15]([N:12]3[CH2:13][CH2:14][N:9]([C:3]4[CH:4]=[CH:5][C:6]([CH3:8])=[CH:7][C:2]=4[CH3:1])[CH2:10][CH2:11]3)=[O:16])=[CH:18][CH:19]=2)[CH:33]=1)=[O:28])[CH3:25], predict the reactants needed to synthesize it.